From a dataset of Reaction yield outcomes from USPTO patents with 853,638 reactions. Predict the reaction yield, written as a fraction of the theoretical maximum amount of product (1.0 means a 100% yield; for example, 0.34 means a 34% yield). (1) The catalyst is C(Cl)(Cl)(Cl)Cl.C(OOC(=O)C1C=CC=CC=1)(=O)C1C=CC=CC=1. The product is [Br:1][C:2]1[CH:11]=[CH:10][C:5]([C:6]([O:8][CH3:9])=[O:7])=[C:4]([CH2:12][Br:13])[CH:3]=1. The yield is 0.900. The reactants are [Br:1][C:2]1[CH:11]=[CH:10][C:5]([C:6]([O:8][CH3:9])=[O:7])=[C:4]([CH3:12])[CH:3]=1.[Br:13]N1C(=O)CCC1=O. (2) The reactants are [OH:1]C1C=C(C=CC=1)C(N(OC)C)=O.[C:14]1([P:20]([C:27]2[CH:32]=[CH:31][CH:30]=[CH:29][CH:28]=2)[C:21]2[CH:26]=[CH:25][CH:24]=[CH:23][CH:22]=2)[CH:19]=[CH:18][CH:17]=[CH:16][CH:15]=1.N1C=CC=CC=1CO.N(C(OCC)=O)=NC(OCC)=O. The catalyst is O1CCCC1. The product is [C:27]1([P:20](=[O:1])([C:14]2[CH:15]=[CH:16][CH:17]=[CH:18][CH:19]=2)[C:21]2[CH:26]=[CH:25][CH:24]=[CH:23][CH:22]=2)[CH:28]=[CH:29][CH:30]=[CH:31][CH:32]=1. The yield is 0.720. (3) The reactants are Br.[Br:2][C:3]1[CH:4]=[C:5]([CH2:10]Br)[C:6]([NH2:9])=[N:7][CH:8]=1.[CH3:12][O:13][C:14]([C:16]1([NH2:21])[CH2:20][CH2:19][CH2:18][CH2:17]1)=[O:15].CCN(CC)CC. The catalyst is CN(C=O)C.O. The product is [CH3:12][O:13][C:14]([C:16]1([NH:21][CH2:10][C:5]2[C:6]([NH2:9])=[N:7][CH:8]=[C:3]([Br:2])[CH:4]=2)[CH2:20][CH2:19][CH2:18][CH2:17]1)=[O:15]. The yield is 0.430. (4) The reactants are C([C@H]1CC[C@H](OC2C=C3C(=CC=2)C=C(C([N+]([O-])=O)(C)CCC(O)=O)C=C3)CC1)(C)(C)C.[C:32]([C@H:36]1[CH2:41][CH2:40][C@H:39]([O:42][C:43]2[C:44]([C:64]([F:67])([F:66])[F:65])=[C:45]3[C:50](=[CH:51][CH:52]=2)[CH:49]=[C:48]([C:53]([N+:61]([O-:63])=[O:62])([CH3:60])[CH2:54][CH2:55][C:56]([O:58]C)=[O:57])[CH:47]=[CH:46]3)[CH2:38][CH2:37]1)([CH3:35])([CH3:34])[CH3:33]. No catalyst specified. The product is [C:32]([C@H:36]1[CH2:37][CH2:38][C@H:39]([O:42][C:43]2[C:44]([C:64]([F:65])([F:66])[F:67])=[C:45]3[C:50](=[CH:51][CH:52]=2)[CH:49]=[C:48]([C:53]([N+:61]([O-:63])=[O:62])([CH3:60])[CH2:54][CH2:55][C:56]([OH:58])=[O:57])[CH:47]=[CH:46]3)[CH2:40][CH2:41]1)([CH3:33])([CH3:34])[CH3:35]. The yield is 0.100.